From a dataset of Reaction yield outcomes from USPTO patents with 853,638 reactions. Predict the reaction yield, written as a fraction of the theoretical maximum amount of product (1.0 means a 100% yield; for example, 0.34 means a 34% yield). (1) The reactants are [CH3:1][N:2]1[CH2:7][CH2:6][N:5]([C:8]2[CH:13]=[CH:12][C:11]([N+:14]([O-])=O)=[CH:10][CH:9]=2)[CH2:4][CH2:3]1.[H][H]. The catalyst is CO.[Pd]. The product is [CH3:1][N:2]1[CH2:3][CH2:4][N:5]([C:8]2[CH:13]=[CH:12][C:11]([NH2:14])=[CH:10][CH:9]=2)[CH2:6][CH2:7]1. The yield is 0.920. (2) The reactants are Cl[C:2]1[N:7]2[N:8]=[C:9]([NH2:11])[N:10]=[C:6]2[CH:5]=[N:4][CH:3]=1.[CH3:12][N:13]1[C:21]2[C:16](=[CH:17][C:18](B(O)O)=[CH:19][CH:20]=2)[CH:15]=[N:14]1.C1(P(C2CCCCC2)C2C=CC=CC=2C2C(C(C)C)=CC(C(C)C)=CC=2C(C)C)CCCCC1.C(=O)([O-])[O-].[K+].[K+]. The catalyst is O1CCOCC1.O.C([O-])(=O)C.[Pd+2].C([O-])(=O)C. The product is [CH3:12][N:13]1[C:21]2[C:16](=[CH:17][C:18]([C:2]3[N:7]4[N:8]=[C:9]([NH2:11])[N:10]=[C:6]4[CH:5]=[N:4][CH:3]=3)=[CH:19][CH:20]=2)[CH:15]=[N:14]1. The yield is 0.420.